Dataset: Reaction yield outcomes from USPTO patents with 853,638 reactions. Task: Predict the reaction yield, written as a fraction of the theoretical maximum amount of product (1.0 means a 100% yield; for example, 0.34 means a 34% yield). (1) The reactants are [Cl:1][C:2]1[CH:12]=[CH:11][CH:10]=[CH:9][C:3]=1[C@@H:4]([OH:8])[C:5]([OH:7])=[O:6].S(=O)(=O)(O)O.[CH3:18]O. No catalyst specified. The product is [CH3:18][O:6][C:5](=[O:7])[C@H:4]([OH:8])[C:3]1[CH:9]=[CH:10][CH:11]=[CH:12][C:2]=1[Cl:1]. The yield is 0.940. (2) The reactants are [C:1]([NH:7][C:8]1[CH:13]=[CH:12][CH:11]=[CH:10][N:9]=1)(=[O:6])[C:2]([CH3:5])([CH3:4])[CH3:3].C([Li])CCC.CN(C)[CH:21]=[O:22].Cl.C(=O)([O-])[O-].[K+].[K+]. The catalyst is O1CCCC1. The product is [CH:21]([C:13]1[C:8]([NH:7][C:1](=[O:6])[C:2]([CH3:5])([CH3:4])[CH3:3])=[N:9][CH:10]=[CH:11][CH:12]=1)=[O:22]. The yield is 0.500.